Dataset: Drug-target binding data from BindingDB using IC50 measurements. Task: Regression. Given a target protein amino acid sequence and a drug SMILES string, predict the binding affinity score between them. We predict pIC50 (pIC50 = -log10(IC50 in M); higher means more potent). Dataset: bindingdb_ic50. (1) The compound is O=C(O)CCCCCOc1cc(-c2ccc(NC(=O)C(F)(F)F)cc2)cc(-c2ccccc2)n1. The target protein (Q15722) has sequence MNTTSSAAPPSLGVEFISLLAIILLSVALAVGLPGNSFVVWSILKRMQKRSVTALMVLNLALADLAVLLTAPFFLHFLAQGTWSFGLAGCRLCHYVCGVSMYASVLLITAMSLDRSLAVARPFVSQKLRTKAMARRVLAGIWVLSFLLATPVLAYRTVVPWKTNMSLCFPRYPSEGHRAFHLIFEAVTGFLLPFLAVVASYSDIGRRLQARRFRRSRRTGRLVVLIILTFAAFWLPYHVVNLAEAGRALAGQAAGLGLVGKRLSLARNVLIALAFLSSSVNPVLYACAGGGLLRSAGVGFVAKLLEGTGSEASSTRRGGSLGQTARSGPAALEPGPSESLTASSPLKLNELN. The pIC50 is 5.0. (2) The drug is O=c1c(O)c(-c2ccc(O)c(O)c2)oc2cc(O)cc(O)c12. The target protein sequence is MLPGLALLLLAAWTARALEVPTDGNAGLLAEPQIAMFCGRLN. The pIC50 is 4.8.